From a dataset of NCI-60 drug combinations with 297,098 pairs across 59 cell lines. Regression. Given two drug SMILES strings and cell line genomic features, predict the synergy score measuring deviation from expected non-interaction effect. (1) Drug 1: CC12CCC3C(C1CCC2=O)CC(=C)C4=CC(=O)C=CC34C. Drug 2: C1=CC(=C2C(=C1NCCNCCO)C(=O)C3=C(C=CC(=C3C2=O)O)O)NCCNCCO. Cell line: CAKI-1. Synergy scores: CSS=53.5, Synergy_ZIP=-0.450, Synergy_Bliss=-5.88, Synergy_Loewe=-15.6, Synergy_HSA=-1.51. (2) Drug 1: C1CC(=O)NC(=O)C1N2CC3=C(C2=O)C=CC=C3N. Drug 2: CC(C1=C(C=CC(=C1Cl)F)Cl)OC2=C(N=CC(=C2)C3=CN(N=C3)C4CCNCC4)N. Cell line: MDA-MB-231. Synergy scores: CSS=3.46, Synergy_ZIP=-3.61, Synergy_Bliss=-3.43, Synergy_Loewe=-2.95, Synergy_HSA=-2.91.